Dataset: Reaction yield outcomes from USPTO patents with 853,638 reactions. Task: Predict the reaction yield, written as a fraction of the theoretical maximum amount of product (1.0 means a 100% yield; for example, 0.34 means a 34% yield). (1) The catalyst is C(#N)C.O. The yield is 0.900. The reactants are Br([O-])(=O)=O.[Na+].[CH2:6]([OH:13])[C:7]1[CH:12]=[CH:11][CH:10]=[CH:9][CH:8]=1.CC[O:16]CC. The product is [C:6]([OH:16])(=[O:13])[C:7]1[CH:12]=[CH:11][CH:10]=[CH:9][CH:8]=1. (2) The reactants are [CH2:1]([N:3]1[C:7]([C:8]2[CH:9]=[C:10]([C:13]([OH:15])=O)[O:11][CH:12]=2)=[C:6]([CH3:16])[CH:5]=[N:4]1)[CH3:2].C1CN([P+](Br)(N2CCCC2)N2CCCC2)CC1.F[P-](F)(F)(F)(F)F.CCN(C(C)C)C(C)C.[NH2:50][C@@H:51]([CH2:64][C:65]1[CH:70]=[CH:69][CH:68]=[C:67]([F:71])[CH:66]=1)[CH2:52][N:53]1[C:61](=[O:62])[C:60]2[C:55](=[CH:56][CH:57]=[CH:58][CH:59]=2)[C:54]1=[O:63]. The catalyst is C(Cl)Cl. The product is [O:63]=[C:54]1[C:55]2[C:60](=[CH:59][CH:58]=[CH:57][CH:56]=2)[C:61](=[O:62])[N:53]1[CH2:52][C@@H:51]([NH:50][C:13]([C:10]1[O:11][CH:12]=[C:8]([C:7]2[N:3]([CH2:1][CH3:2])[N:4]=[CH:5][C:6]=2[CH3:16])[CH:9]=1)=[O:15])[CH2:64][C:65]1[CH:70]=[CH:69][CH:68]=[C:67]([F:71])[CH:66]=1. The yield is 0.540.